Dataset: NCI-60 drug combinations with 297,098 pairs across 59 cell lines. Task: Regression. Given two drug SMILES strings and cell line genomic features, predict the synergy score measuring deviation from expected non-interaction effect. Drug 1: CC1CCC2CC(C(=CC=CC=CC(CC(C(=O)C(C(C(=CC(C(=O)CC(OC(=O)C3CCCCN3C(=O)C(=O)C1(O2)O)C(C)CC4CCC(C(C4)OC)OCCO)C)C)O)OC)C)C)C)OC. Drug 2: COC1=C2C(=CC3=C1OC=C3)C=CC(=O)O2. Cell line: EKVX. Synergy scores: CSS=13.1, Synergy_ZIP=-6.91, Synergy_Bliss=-3.71, Synergy_Loewe=-27.1, Synergy_HSA=-2.21.